From a dataset of Experimentally validated miRNA-target interactions with 360,000+ pairs, plus equal number of negative samples. Binary Classification. Given a miRNA mature sequence and a target amino acid sequence, predict their likelihood of interaction. (1) The miRNA is hsa-miR-340-5p with sequence UUAUAAAGCAAUGAGACUGAUU. The protein sequence of the target gene is MASGSNWLSGVNVVLVMAYGSLVFVLLFIFVKRQIMRFAMKSRRGPHVPVGHNAPKDLKEEIDIRLSRVQDIKYEPQLLADDDARLLQLETQGNQSCYNYLYRMKALDAIRTSEIPFHSEGRHPRSLMGKNFRSYLLDLRNTSTPFKGVRKALIDTLLDGYETARYGTGVFGQNEYLRYQEALSELATAVKARIGSSQRHHQSAAKDLTQSPEVSPTTIQVTYLPSSQKSKRAKHFLELKSFKDNYNTLESTL. Result: 1 (interaction). (2) The miRNA is hsa-miR-3648 with sequence AGCCGCGGGGAUCGCCGAGGG. The protein sequence of the target gene is MGGNHSHKPPVFDENEEVNFDHFQILRAIGKGSFGKVCIVQKRDTKKMYAMKYMNKQKCVERDEVRNVFRELQIMQGLEHPFLVNLWYSFQDEEDMFMVVDLLLGGDLRYHLQQNVHFTEGTVKLYICELALALEYLQRYHIIHRDIKPDNILLDEHGHVHITDFNIATVLKGSEKASSMAGTKPYMAPEVFQVYVDGGPGYSYPVDWWSLGVTAYELLRGWRPYEIHSATPIDEILNMFKVERVHYSSTWCEGMVSLLKKLLTKDPESRLSSLRDIQSMTYLADMNWDAVFEKALMPGF.... Result: 0 (no interaction).